Dataset: Drug-target binding data from BindingDB using Kd measurements. Task: Regression. Given a target protein amino acid sequence and a drug SMILES string, predict the binding affinity score between them. We predict pKd (pKd = -log10(Kd in M); higher means stronger binding). Dataset: bindingdb_kd. (1) The small molecule is CC[C@H](C)[C@H](NC(=O)[C@H](CC(C)C)NC(=O)[C@H](CO)NC(=O)[C@H](Cc1cnc[nH]1)NC(=O)[C@@H](NC(=O)[C@H](CC(C)C)NC(=O)[C@H](CO)NC(=O)[C@@H](NC(=O)[C@H](Cc1ccc(O)cc1)NC(C)=O)[C@@H](C)O)[C@@H](C)CC)C(=O)N[C@@H](CCC(=O)O)C(=O)N[C@@H](CCC(=O)O)C(=O)N[C@@H](CO)C(=O)N[C@@H](CCC(N)=O)C(=O)N[C@@H](CC(N)=O)C(=O)N[C@@H](CCC(N)=O)C(=O)N[C@@H](CCC(N)=O)C(=O)N[C@@H](CCC(=O)O)C(=O)N[C@@H](CCCCN)C(=O)N[C@@H](CC(N)=O)C(=O)N[C@@H](CCC(=O)O)C(=O)N[C@@H](CCC(N)=O)C(=O)N[C@@H](CCC(=O)O)C(=O)N[C@@H](CC(C)C)C(=O)N[C@@H](CC(C)C)C(=O)N[C@@H](CCC(=O)O)C(=O)N[C@@H](CC(C)C)C(=O)N[C@@H](CC(=O)O)C(=O)N[C@@H](CCCCN)C(=O)N[C@@H](Cc1c[nH]c2ccccc12)C(=O)N[C@@H](C)C(=O)N[C@@H](CO)C(=O)N[C@@H](CC(C)C)C(=O)N[C@@H](Cc1c[nH]c2ccccc12)C(=O)N[C@@H](CC(N)=O)C(=O)N[C@@H](Cc1c[nH]c2ccccc12)C(=O)N[C@@H](Cc1ccccc1)C(N)=O. The target protein sequence is FLGFLGAAGSTMGAASITLTVQARTLLSGIVQQQNNLLRAIEAQQHLLQLTVWGIKQLQARVLAVERYLQDQQLLGIWGCSGKHICTTTVPWNSSWSNKSLEEIWQNMTWMEWEREIDNYTGLI. The pKd is 6.7. (2) The compound is C[S+](CC[C@H](N)C(=O)[O-])C[C@H]1O[C@@H](n2cnc3c(N)ncnc32)[C@H](O)[C@@H]1O. The target protein sequence is MVNVRRANFKSFWDKYSDKPDTNSMMLNHSAEELESSDRADILASLPLLHNKDVVDIGAGIGRFTTVLAETARWVLSTDFIDSFIKKNQERNAHLGNINYQVGDAVGLKMESNSVDLVFTNWLMMYLSDEETVEFIFNCMRWLRSHGIVHLRESCSEPSTGRSKAKSMHDTANANPTHYRFSSLYINLLRAIRYRDVDNKLWRFNVQWSCSVPTYIKRSNNWRQVHWLAEKVPAEDGAKGTSFNELVELIKNTWQNEQEAWDAKLDDEKYVWTDKVFSSALTSLPSNSTFFLYTPRTVSPYCHINAHTLAETFNANVWNTEIIPEYYRTSLTKSNNLKDQRVRFGWNQSLTDSVTYWQQKDALFDVFVATEFLSTVDDETIRQLPNVMSDGAKFITLEPVDEVNEAEMKQRIQELGYTLKSFTDVTDQCIEAQEQYFKDHEQLRDEKVIRKNWVLLELTH. The pKd is 4.9. (3) The compound is Cc1sc2c(c1C)C(c1ccc(Cl)cc1)=N[C@@H](CC(=O)OC(C)(C)C)c1nnc(C)n1-2. The target protein sequence is NPPPPETSNPNKPKRQTNQLQYLLRVVLKTLWKHQFAWPFQQPVDAVKLNLPDYYKIIKTPMDMGTIKKRLENNYYWNAQECIQDFNTMFTNCYIYNKPGDDIVLAAEALEKLFLQKINELPT. The pKd is 6.6. (4) The small molecule is O=S1(=O)C=CC(OS(=O)(=O)c2ccccc2)C1. The target protein sequence is MAAAAAAGPEMVRGQVFDVGPRYTNLSYIGEGAYGMVCSAYDNLNKVRVAIKKISPFEHQTYCQRTLREIKILLRFRHENIIGINDIIRAPTIEQMKDVYIVQDLMETDLYKLLKTQHLSNDHICYFLYQILRGLKYIHSANVLHRDLKPSNLLLNTTCDLKICDFGLARVADPDHDHTGFLTEYVATRWYRAPEIMLNSKGYTKSIDIWSVGCILAEMLSNRPIFPGKHYADQLNHILGILGSPSQEDLNCIINLKARNYLLSLPHKNKVPWNRLFPNADSKALDLLDKMLTFNPHKRIEVEQALAHPYLEQYYDPSDEPIAEAPFKFDMELDDLPKEKLKELIFEETARFQPGYRS. The pKd is 6.9.